This data is from Full USPTO retrosynthesis dataset with 1.9M reactions from patents (1976-2016). The task is: Predict the reactants needed to synthesize the given product. (1) Given the product [S:1]1[C:5]2=[CH:6][N:7]=[C:8]([C:10]([OH:12])=[O:11])[CH:9]=[C:4]2[CH:3]=[CH:2]1, predict the reactants needed to synthesize it. The reactants are: [S:1]1[C:5]2=[CH:6][N:7]=[C:8]([C:10]([O:12]C)=[O:11])[CH:9]=[C:4]2[CH:3]=[CH:2]1.[OH-].[Na+]. (2) Given the product [CH3:23][C:15]1[N:14]=[C:13]([C:11]2[N:12]=[C:7]([C:3]3[CH:2]=[N:1][CH:6]=[CH:5][CH:4]=3)[C:8]3[CH:21]=[CH:20][NH:19][C:9]=3[N:10]=2)[CH:18]=[CH:17][CH:16]=1, predict the reactants needed to synthesize it. The reactants are: [N:1]1[CH:6]=[CH:5][CH:4]=[C:3]([C:7]2[C:8]3[CH:21]=[CH:20][NH:19][C:9]=3[N:10]=[C:11]([C:13]3[CH:18]=[CH:17][CH:16]=[CH:15][N:14]=3)[N:12]=2)[CH:2]=1.Cl[C:23]1C2C=CNC=2N=C(C2C=CC=CN=2)N=1.ClC1C2C=CNC=2N=C(C2C=CC=C(C)N=2)N=1. (3) Given the product [Br:1][C:2]1[CH:7]=[CH:6][C:5]([C:8]2[O:9][C:10]([CH3:20])=[C:11]([CH2:13][CH2:14][N:44]3[CH2:45][CH2:46][C@@H:42]([CH2:41][F:40])[CH2:43]3)[N:12]=2)=[CH:4][CH:3]=1, predict the reactants needed to synthesize it. The reactants are: [Br:1][C:2]1[CH:7]=[CH:6][C:5]([C:8]2[O:9][C:10]([CH3:20])=[C:11]([CH2:13][CH2:14]OS(C)(=O)=O)[N:12]=2)=[CH:4][CH:3]=1.C(=O)([O-])[O-].[K+].[K+].[I-].[K+].CC1C=CC(S(O)(=O)=O)=CC=1.[F:40][CH2:41][C@@H:42]1[CH2:46][CH2:45][NH:44][CH2:43]1. (4) Given the product [O:12]=[C:11]1[C@@H:13]2[C@@H:14]([CH2:15][N:16]([C:19]([O:21][C:22]([CH3:25])([CH3:24])[CH3:23])=[O:20])[CH2:17][CH2:18]2)[C:9]2[CH:8]=[CH:7][CH:6]=[C:5]3[CH2:4][CH2:3][CH2:2][N:1]1[C:10]=23, predict the reactants needed to synthesize it. The reactants are: [N:1]1([C:11]([C:13]2[CH2:14][CH2:15][N:16]([C:19]([O:21][C:22]([CH3:25])([CH3:24])[CH3:23])=[O:20])[CH2:17][CH:18]=2)=[O:12])[C:10]2[C:5](=[CH:6][CH:7]=[CH:8][CH:9]=2)[CH2:4][CH2:3][CH2:2]1.O. (5) Given the product [CH3:1][CH:2]1[O:7][S:6](=[O:17])(=[O:8])[N:5]([C:9]([O:11][C:12]([CH3:14])([CH3:13])[CH3:15])=[O:10])[CH2:4][CH2:3]1, predict the reactants needed to synthesize it. The reactants are: [CH3:1][CH:2]1[O:7][S:6](=[O:8])[N:5]([C:9]([O:11][C:12]([CH3:15])([CH3:14])[CH3:13])=[O:10])[CH2:4][CH2:3]1.I([O-])(=O)(=O)=[O:17].[Na+].Cl. (6) Given the product [F:18][C:15]1[CH:16]=[CH:17][C:12]([C:7]2[C:6]([CH2:4][OH:3])=[C:10]([CH3:11])[O:9][N:8]=2)=[N:13][CH:14]=1, predict the reactants needed to synthesize it. The reactants are: C([O:3][C:4]([C:6]1[C:7]([C:12]2[CH:17]=[CH:16][C:15]([F:18])=[CH:14][N:13]=2)=[N:8][O:9][C:10]=1[CH3:11])=O)C.[H-].[Al+3].[Li+].[H-].[H-].[H-].O.[OH-].[Na+]. (7) Given the product [CH3:1][N:2]1[CH2:7][CH2:6][CH:5]([O:8][C:9]([CH:11]([O:20][C:21]2[CH:22]=[CH:23][C:24]([Cl:27])=[CH:25][CH:26]=2)[O:12][C:13]2[CH:14]=[CH:15][C:16]([Cl:19])=[CH:17][CH:18]=2)=[O:10])[CH2:4][CH2:3]1.[CH3:30][CH:29]([CH2:28][C:32]([CH3:34])=[O:33])[CH3:31], predict the reactants needed to synthesize it. The reactants are: [CH3:1][N:2]1[CH2:7][CH2:6][CH:5]([O:8][C:9]([CH:11]([O:20][C:21]2[CH:26]=[CH:25][C:24]([Cl:27])=[CH:23][CH:22]=2)[O:12][C:13]2[CH:18]=[CH:17][C:16]([Cl:19])=[CH:15][CH:14]=2)=[O:10])[CH2:4][CH2:3]1.[CH2:28]([C:32]([CH3:34])=[O:33])[CH:29]([CH3:31])[CH3:30]. (8) Given the product [CH:23]1[C:24]2[C:19](=[CH:18][C:17]3[C:26]([C:25]=2[C:27]([N:10]2[CH2:11][CH2:12][CH:7]([N:1]4[CH2:6][CH2:5][CH2:4][CH2:3][CH2:2]4)[CH2:8][CH2:9]2)=[O:28])=[CH:13][CH:14]=[CH:15][CH:16]=3)[CH:20]=[CH:21][CH:22]=1, predict the reactants needed to synthesize it. The reactants are: [N:1]1([CH:7]2[CH2:12][CH2:11][NH:10][CH2:9][CH2:8]2)[CH2:6][CH2:5][CH2:4][CH2:3][CH2:2]1.[CH:13]1[C:26]2[C:17](=[CH:18][C:19]3[C:24]([C:25]=2[C:27](Cl)=[O:28])=[CH:23][CH:22]=[CH:21][CH:20]=3)[CH:16]=[CH:15][CH:14]=1.